Task: Predict the product of the given reaction.. Dataset: Forward reaction prediction with 1.9M reactions from USPTO patents (1976-2016) Given the reactants [F:1][C:2]1[CH:7]=[CH:6][C:5]([NH:8][C:9](=[O:21])[C:10]([NH:13]C(=O)OC(C)(C)C)([CH3:12])[CH3:11])=[CH:4][C:3]=1[NH:22][S:23]([C:26]1[CH:31]=[CH:30][C:29]([C:32]2[O:33][C:34]([CH3:37])=[CH:35][CH:36]=2)=[C:28]([F:38])[CH:27]=1)(=[O:25])=[O:24].[ClH:39], predict the reaction product. The product is: [ClH:39].[F:1][C:2]1[CH:7]=[CH:6][C:5]([NH:8][C:9](=[O:21])[C:10]([CH3:12])([CH3:11])[NH2:13])=[CH:4][C:3]=1[NH:22][S:23]([C:26]1[CH:31]=[CH:30][C:29]([C:32]2[O:33][C:34]([CH3:37])=[CH:35][CH:36]=2)=[C:28]([F:38])[CH:27]=1)(=[O:25])=[O:24].